This data is from NCI-60 drug combinations with 297,098 pairs across 59 cell lines. The task is: Regression. Given two drug SMILES strings and cell line genomic features, predict the synergy score measuring deviation from expected non-interaction effect. (1) Drug 1: COC1=C(C=C2C(=C1)N=CN=C2NC3=CC(=C(C=C3)F)Cl)OCCCN4CCOCC4. Drug 2: CS(=O)(=O)OCCCCOS(=O)(=O)C. Cell line: HOP-92. Synergy scores: CSS=27.4, Synergy_ZIP=-2.76, Synergy_Bliss=0.750, Synergy_Loewe=-7.20, Synergy_HSA=2.33. (2) Drug 1: C1=CC=C(C=C1)NC(=O)CCCCCCC(=O)NO. Drug 2: C1CCC(C(C1)N)N.C(=O)(C(=O)[O-])[O-].[Pt+4]. Cell line: EKVX. Synergy scores: CSS=2.71, Synergy_ZIP=1.16, Synergy_Bliss=6.50, Synergy_Loewe=2.34, Synergy_HSA=2.38. (3) Drug 1: N.N.Cl[Pt+2]Cl. Drug 2: CC1C(C(CC(O1)OC2CC(CC3=C2C(=C4C(=C3O)C(=O)C5=CC=CC=C5C4=O)O)(C(=O)C)O)N)O. Cell line: HOP-92. Synergy scores: CSS=54.8, Synergy_ZIP=5.62, Synergy_Bliss=3.23, Synergy_Loewe=-15.0, Synergy_HSA=9.10. (4) Drug 1: CCC1=CC2CC(C3=C(CN(C2)C1)C4=CC=CC=C4N3)(C5=C(C=C6C(=C5)C78CCN9C7C(C=CC9)(C(C(C8N6C)(C(=O)OC)O)OC(=O)C)CC)OC)C(=O)OC.C(C(C(=O)O)O)(C(=O)O)O. Drug 2: CC1CCCC2(C(O2)CC(NC(=O)CC(C(C(=O)C(C1O)C)(C)C)O)C(=CC3=CSC(=N3)C)C)C. Cell line: SN12C. Synergy scores: CSS=39.8, Synergy_ZIP=-1.19, Synergy_Bliss=-2.35, Synergy_Loewe=-0.725, Synergy_HSA=-0.779. (5) Drug 1: COC1=CC(=CC(=C1O)OC)C2C3C(COC3=O)C(C4=CC5=C(C=C24)OCO5)OC6C(C(C7C(O6)COC(O7)C8=CC=CS8)O)O. Drug 2: C1=CN(C(=O)N=C1N)C2C(C(C(O2)CO)O)O.Cl. Cell line: OVCAR-8. Synergy scores: CSS=51.3, Synergy_ZIP=-1.14, Synergy_Bliss=-2.14, Synergy_Loewe=0.0291, Synergy_HSA=3.81. (6) Drug 1: C1CCC(CC1)NC(=O)N(CCCl)N=O. Drug 2: C1=CC(=CC=C1CC(C(=O)O)N)N(CCCl)CCCl.Cl. Cell line: U251. Synergy scores: CSS=44.9, Synergy_ZIP=-9.92, Synergy_Bliss=1.73, Synergy_Loewe=3.17, Synergy_HSA=4.07. (7) Drug 1: COC1=NC(=NC2=C1N=CN2C3C(C(C(O3)CO)O)O)N. Drug 2: C1CN(CCN1C(=O)CCBr)C(=O)CCBr. Cell line: NCI-H460. Synergy scores: CSS=43.6, Synergy_ZIP=11.5, Synergy_Bliss=11.6, Synergy_Loewe=-3.66, Synergy_HSA=11.5. (8) Drug 1: C(=O)(N)NO. Drug 2: CC(C)NC(=O)C1=CC=C(C=C1)CNNC.Cl. Cell line: OVCAR-4. Synergy scores: CSS=-2.58, Synergy_ZIP=0.683, Synergy_Bliss=-0.246, Synergy_Loewe=-2.28, Synergy_HSA=-1.67. (9) Synergy scores: CSS=60.3, Synergy_ZIP=-1.17, Synergy_Bliss=-1.13, Synergy_Loewe=-3.32, Synergy_HSA=2.56. Drug 2: C1=CN(C(=O)N=C1N)C2C(C(C(O2)CO)O)O.Cl. Cell line: HCT116. Drug 1: CCC1=CC2CC(C3=C(CN(C2)C1)C4=CC=CC=C4N3)(C5=C(C=C6C(=C5)C78CCN9C7C(C=CC9)(C(C(C8N6C)(C(=O)OC)O)OC(=O)C)CC)OC)C(=O)OC.C(C(C(=O)O)O)(C(=O)O)O.